Dataset: Full USPTO retrosynthesis dataset with 1.9M reactions from patents (1976-2016). Task: Predict the reactants needed to synthesize the given product. (1) Given the product [S:22]1[C:18]([C:16]2[CH:15]=[CH:14][C:13]([O:27][CH3:28])=[C:12]([CH2:11][C:10]([C:7]3[CH:8]=[CH:9][C:4]([C:3]([OH:30])=[O:2])=[CH:5][CH:6]=3)=[O:29])[CH:17]=2)=[CH:19][C:20]2[CH:26]=[CH:25][CH:24]=[CH:23][C:21]1=2, predict the reactants needed to synthesize it. The reactants are: C[O:2][C:3](=[O:30])[C:4]1[CH:9]=[CH:8][C:7]([C:10](=[O:29])[CH2:11][C:12]2[CH:17]=[C:16]([C:18]3[S:22][C:21]4[CH:23]=[CH:24][CH:25]=[CH:26][C:20]=4[CH:19]=3)[CH:15]=[CH:14][C:13]=2[O:27][CH3:28])=[CH:6][CH:5]=1.C1COCC1. (2) Given the product [ClH:13].[CH:1]1([C@H:4]([NH2:8])[CH2:5][O:6][CH3:7])[CH2:3][CH2:2]1, predict the reactants needed to synthesize it. The reactants are: [CH:1]1([C@H:4]([NH:8]C(=O)[O-])[CH2:5][O:6][CH3:7])[CH2:3][CH2:2]1.C(Cl)(Cl)[Cl:13].Cl. (3) Given the product [Cl:22][C:23]1[CH:28]=[CH:27][CH:26]=[CH:25][C:24]=1[CH2:29][CH:30]1[C:31](=[O:32])[O:13][C:12]2[NH:11][C:10]([C:14]3[CH:19]=[C:18]([F:20])[CH:17]=[CH:16][C:15]=3[F:21])=[N:9][C:8]=2[CH:1]1[C:2]1[CH:3]=[CH:4][CH:5]=[CH:6][CH:7]=1, predict the reactants needed to synthesize it. The reactants are: [CH:1](=[C:8]1/[N:9]=[C:10]([C:14]2[CH:19]=[C:18]([F:20])[CH:17]=[CH:16][C:15]=2[F:21])[NH:11][C:12]/1=[O:13])/[C:2]1[CH:7]=[CH:6][CH:5]=[CH:4][CH:3]=1.[Cl:22][C:23]1[CH:28]=[CH:27][CH:26]=[CH:25][C:24]=1/[CH:29]=[CH:30]/[CH:31]=[O:32]. (4) Given the product [Cl:12][C:13]1[CH:18]=[CH:17][C:16]([C:2]2[CH2:7][CH2:6][C:5]([CH3:9])([CH3:8])[CH2:4][C:3]=2[CH:10]=[O:11])=[CH:15][CH:14]=1, predict the reactants needed to synthesize it. The reactants are: Cl[C:2]1[CH2:7][CH2:6][C:5]([CH3:9])([CH3:8])[CH2:4][C:3]=1[CH:10]=[O:11].[Cl:12][C:13]1[CH:18]=[CH:17][C:16](B(O)O)=[CH:15][CH:14]=1.C(=O)([O-])[O-].[K+].[K+]. (5) The reactants are: C([NH:8][C@H:9]([C:13]([OH:15])=O)[CH:10]([CH3:12])[CH3:11])(OC(C)(C)C)=O.CN1CCOCC1.ClC(OCC(C)C)=O.[Cl:31][C:32]1[CH:37]=[CH:36][C:35]([CH:38]=[CH:39][CH2:40][O:41][C:42]2[CH:47]=[CH:46][C:45]([CH2:48][CH2:49][NH2:50])=[CH:44][C:43]=2[O:51][CH3:52])=[CH:34][CH:33]=1.Cl. Given the product [NH2:8][C@@H:9]([CH:10]([CH3:11])[CH3:12])[C:13]([NH:50][CH2:49][CH2:48][C:45]1[CH:46]=[CH:47][C:42]([O:41][CH2:40][CH2:39][CH2:38][C:35]2[CH:34]=[CH:33][C:32]([Cl:31])=[CH:37][CH:36]=2)=[C:43]([O:51][CH3:52])[CH:44]=1)=[O:15], predict the reactants needed to synthesize it.